From a dataset of Drug-target binding data from BindingDB using Ki measurements. Regression. Given a target protein amino acid sequence and a drug SMILES string, predict the binding affinity score between them. We predict pKi (pKi = -log10(Ki in M); higher means stronger inhibition). Dataset: bindingdb_ki. (1) The small molecule is O=C(CCCCN1C(=O)/C(=C/c2ccc(O)c(O)c2)SC1=S)NCc1ccc(Cl)c(Cl)c1. The target protein (P06149) has sequence MSSMTTTDNKAFLNELARLVGSSHLLTDPAKTARYRKGFRSGQGDALAVVFPGSLLELWRVLKACVTADKIILMQAANTGLTEGSTPNGNDYDRDVVIISTLRLDKLHVLGKGEQVLAYPGTTLYSLEKALKPLGREPHSVIGSSCIGASVIGGICNNSGGSLVQRGPAYTEMSLFARINEDGKLTLVNHLGIDLGETPEQILSKLDDDRIKDDDVRHDGRHAHDYDYVHRVRDIEADTPARYNADPDRLFESSGCAGKLAVFAVRLDTFEAEKNQQVFYIGTNQPEVLTEIRRHILANFENLPVAGEYMHRDIYDIAEKYGKDTFLMIDKLGTDKMPFFFNLKGRTDAMLEKVKFFRPHFTDRAMQKFGHLFPSHLPPRMKNWRDKYEHHLLLKMAGDGVGEAKSWLVDYFKQAEGDFFVCTPEEGSKAFLHRFAAAGAAIRYQAVHSDEVEDILALDIALRRNDTEWYEHLPPEIDSQLVHKLYYGHFMCYVFHQDYI.... The pKi is 7.4. (2) The compound is O=C(O)CCCc1ccc(Cn2cccn2)cc1OCCc1ccc2ccccc2c1. The target protein (P35375) has sequence MSPCGLNLSLADEAATCATPRLPNTSVVLPTGDNGTSPALPIFSMTLGAVSNVLALALLAQVAGRMRRRRSAATFLLFVASLLAIDLAGHVIPGALVLRLYTAGRAPAGGACHFLGGCMVFFGLCPLLLGCGMAVERCVGVTQPLIHAARVSVARARLALAVLAAMALAVALLPLVHVGRYELQYPGTWCFISLGPRGGWRQALLAGLFAGLGLAALLAALVCNTLSGLALLRARWRRRRSRRFRKTAGPDDRRRWGSRGPRLASASSASSITSATATLRSSRGGGSARRVHAHDVEMVGQLVGIMVVSCICWSPLLVLVVLAIGGWNSNSLQRPLFLAVRLASWNQILDPWVYILLRQAMLRQLLRLLPLRVSAKGGPTELGLTKSAWEASSLRSSRHSGFSHL. The pKi is 5.4. (3) The small molecule is COC(=O)[C@@H]1C[C@H](OC(C)=O)C(=O)[C@H]2[C@@]1(C)CC[C@H]1C(=O)O[C@H](c3ccoc3)C[C@]21C. The target protein (O15303) has sequence MARPRRAREPLLVALLPLAWLAQAGLARAAGSVRLAGGLTLGGLFPVHARGAAGRACGQLKKEQGVHRLEAMLYALDRVNADPELLPGVRLGARLLDTCSRDTYALEQALSFVQALIRGRGDGDEVGVRCPGGVPPLRPAPPERVVAVVGASASSVSIMVANVLRLFAIPQISYASTAPELSDSTRYDFFSRVVPPDSYQAQAMVDIVRALGWNYVSTLASEGNYGESGVEAFVQISREAGGVCIAQSIKIPREPKPGEFSKVIRRLMETPNARGIIIFANEDDIRRVLEAARQANLTGHFLWVGSDSWGAKTSPILSLEDVAVGAITILPKRASIDGFDQYFMTRSLENNRRNIWFAEFWEENFNCKLTSSGTQSDDSTRKCTGEERIGRDSTYEQEGKVQFVIDAVYAIAHALHSMHQALCPGHTGLCPAMEPTDGRMLLQYIRAVRFNGSAGTPVMFNENGDAPGRYDIFQYQATNGSASSGGYQAVGQWAETLRLD.... The pKi is 5.0. (4) The compound is NCC(O)C(=O)C(=O)C(N)CO. The target protein (P04066) has sequence MRAPGMRSRPAGPALLLLLLFLGAAESVRRAQPPRRYTPDWPSLDSRPLPAWFDEAKFGVFIHWGVFSVPAWGSEWFWWHWQGEGRPQYQRFMRDNYPPGFSYADFGPQFTARFFHPEEWADLFQAAGAKYVVLTTKHHEGFTNWPSPVSWNWNSKDVGPHRDLVGELGTALRKRNIRYGLYHSLLEWFHPLYLLDKKNGFKTQHFVSAKTMPELYDLVNSYKPDLIWSDGEWECPDTYWNSTNFLSWLYNDSPVKDEVVVNDRWGQNCSCHHGGYYNCEDKFKPQSLPDHKWEMCTSIDKFSWGYRRDMALSDVTEESEIISELVQTVSLGGNYLLNIGPTKDGLIVPIFQERLLAVGKWLSINGEAIYASKPWRVQWEKNTTSVWYTSKGSAVYAIFLHWPENGVLNLESPITTSTTKITMLGIQGDLKWSTDPDKGLFISLPQLPPSAVPAEFAWTIKLTGVK. The pKi is 5.2. (5) The compound is Cc1ccc(S(=O)(=O)N(C)CC(=O)N(Cc2ccc(C3CCCCC3)cc2)c2ccc(C(=O)O)c(O)c2)cc1. The target protein (P42225) has sequence MSQWFELQQLDSKFLEQVHQLYDDSFPMEIRQYLAQWLEKQDWEHAAYDVSFATIRFHDLLSQLDDQYSRFSLENNFLLQHNIRKSKRNLQDNFQEDPVQMSMIIYNCLKEERKILENAQRFNQAQEGNIQNTVMLDKQKELDSKVRNVKDQVMCIEQEIKTLEELQDEYDFKCKTSQNREGEANGVAKSDQKQEQLLLHKMFLMLDNKRKEIIHKIRELLNSIELTQNTLINDELVEWKRRQQSACIGGPPNACLDQLQTWFTIVAETLQQIRQQLKKLEELEQKFTYEPDPITKNKQVLSDRTFLLFQQLIQSSFVVERQPCMPTHPQRPLVLKTGVQFTVKSRLLVKLQESNLLTKVKCHFDKDVNEKNTVKGFRKFNILGTHTKVMNMEESTNGSLAAELRHLQLKEQKNAGNRTNEGPLIVTEELHSLSFETQLCQPGLVIDLETTSLPVVVISNVSQLPSGWASILWYNMLVTEPRNLSFFLNPPCAWWSQLSE.... The pKi is 4.6. (6) The compound is Nc1ccc(S(=O)(=O)N(CCCNCCN(Cc2ccccc2)S(=O)(=O)c2ccc(N)cc2)Cc2ccccc2)cc1. The target protein sequence is MALTVKEEEFSNTLIKNASAFDRLKLGNLKNLKIQKKLQFLYLILFVLITGVFFFFLIGNFYSHRKLYQVIKNTKHTTIGFKIDRPHDKVLSSVLKNKLSTYVKESFKFFKSGYAQKGYLGSENDSIELDDVANLMFYGEGQIGTNKQPFMFIFDTGSANLWVPSVNCDSIGCSTKHLYDASASKSYEKDGTKVEISYGSGTVRGYFSKDVISLGDLSLPYKFIEVTDADDLEPIYSGSEFDGILGLGWKDLSIGSIDPVVVELKKQNKIDNALFTFYLPVHDKHVGYLTIGGIESDFYEGPLTYEKLNHDLYWQIDLDIHFGKYVMQKANAVVDSGTSTITAPTSFLNKFFRDMNVIKVPFLPLYVTTCDNDDLPTLEFHSRNNKYTLEPEFYMDPLSDIDPALCMLYILPVDIDDNTFILGDPFMRKYFTVFDYEKESVGFAVAKNL. The pKi is 5.1. (7) The drug is CSc1ccc2c(c1)N(CCC1CCCCN1C)c1ccccc1S2. The target protein sequence is MNPDLDTGHNTSAPAHWGELKNANFTGPNQTSSNSTLPQLDITRAISVGLVLGAFILFAIVGNILVILSVACNRHLRTPTNYFIVNLAIADLLLSFTVLPFSAALEVLGYWVLGRIFCDIWAAVDVLCCTASILSLCAISIDRYIGVRYSLQYPTLVTRRKAILALLSVWVLSTVISIGPLLGWKEPAPNDDKECGVTEEPFYALFSSLGSFYIPLAVILVMYCRVYIVAKRTTKNLEAGVMKEMSNSKELTLRIHSKNFHEDTLSSTKAKGHNPRSSIAVKLFKFSREKKAAKTLGIVVGMFILCWLPFFIALPL. The pKi is 7.8.